This data is from Forward reaction prediction with 1.9M reactions from USPTO patents (1976-2016). The task is: Predict the product of the given reaction. (1) The product is: [Cl:1][C:2]1[CH:3]=[N:4][C:5]2[C:10]([C:11]=1[O:12][CH2:16][C@H:17]1[O:22][CH2:21][C@H:20]([NH:23][C:24](=[O:30])[O:25][C:26]([CH3:29])([CH3:28])[CH3:27])[CH2:19][CH2:18]1)=[CH:9][C:8]([O:13][CH3:14])=[CH:7][CH:6]=2. Given the reactants [Cl:1][C:2]1[CH:3]=[N:4][C:5]2[C:10]([C:11]=1[OH:12])=[CH:9][C:8]([O:13][CH3:14])=[CH:7][CH:6]=2.O[CH2:16][C@H:17]1[O:22][CH2:21][C@H:20]([NH:23][C:24](=[O:30])[O:25][C:26]([CH3:29])([CH3:28])[CH3:27])[CH2:19][CH2:18]1.C1(P(C2C=CC=CC=2)C2C=CC=CC=2)C=CC=CC=1.CC(OC(/N=N/C(OC(C)C)=O)=O)C, predict the reaction product. (2) Given the reactants [Cl:1][C:2]1[C:3]([F:17])=[C:4]([NH:9]C(=O)OC(C)(C)C)[C:5]([F:8])=[CH:6][CH:7]=1.Cl, predict the reaction product. The product is: [Cl:1][C:2]1[C:3]([F:17])=[C:4]([C:5]([F:8])=[CH:6][CH:7]=1)[NH2:9]. (3) Given the reactants [Cl:1][C:2]1[CH:3]=[CH:4][C:5]([S:8][C:9]2[NH:13][CH:12]=[N:11][C:10]=2[C:14]2[CH:19]=[CH:18][C:17]([C@H:20]3[CH2:22][C@@H:21]3[C:23](O)=[O:24])=[CH:16][CH:15]=2)=[N:6][CH:7]=1.C1C=CC2N(O)N=NC=2C=1.C(Cl)CCl.C[CH2:41][N:42](C(C)C)[CH:43](C)C.CNC, predict the reaction product. The product is: [Cl:1][C:2]1[CH:3]=[CH:4][C:5]([S:8][C:9]2[NH:13][CH:12]=[N:11][C:10]=2[C:14]2[CH:19]=[CH:18][C:17]([C@H:20]3[CH2:22][C@@H:21]3[C:23]([N:42]([CH3:43])[CH3:41])=[O:24])=[CH:16][CH:15]=2)=[N:6][CH:7]=1.